This data is from Full USPTO retrosynthesis dataset with 1.9M reactions from patents (1976-2016). The task is: Predict the reactants needed to synthesize the given product. (1) Given the product [CH2:15]([O:14][C:13]1[C:8]([C:6]([OH:7])=[O:5])=[N:9][C:10]([CH2:23][C:24]2[CH:29]=[CH:28][C:27]([Cl:30])=[CH:26][C:25]=2[Br:31])=[N:11][C:12]=1[OH:22])[C:16]1[CH:21]=[CH:20][CH:19]=[CH:18][CH:17]=1, predict the reactants needed to synthesize it. The reactants are: C([O:5][C:6]([C:8]1[C:13]([O:14][CH2:15][C:16]2[CH:21]=[CH:20][CH:19]=[CH:18][CH:17]=2)=[C:12]([OH:22])[N:11]=[C:10]([CH2:23][C:24]2[CH:29]=[CH:28][C:27]([Cl:30])=[CH:26][C:25]=2[Br:31])[N:9]=1)=[O:7])(C)(C)C.O[Li].O.C(OCC)(=O)C. (2) The reactants are: [CH3:1][O:2][C:3]1[CH:4]=[C:5]([CH2:10][CH:11]([NH:13][CH:14]=[O:15])[CH3:12])[CH:6]=[CH:7][C:8]=1[CH3:9].[C:16](Cl)(=[O:20])[C:17](Cl)=[O:18]. Given the product [CH3:1][O:2][C:3]1[CH:4]=[C:5]2[C:6](=[CH:7][C:8]=1[CH3:9])[CH:14]1[O:15][C:16](=[O:20])[C:17](=[O:18])[N:13]1[CH:11]([CH3:12])[CH2:10]2, predict the reactants needed to synthesize it. (3) Given the product [CH2:33]([NH:34][C:25]([C:23]1[S:24][C:17]2[C:18](=[N:19][CH:20]=[CH:21][C:16]=2[O:15][C:14]2[CH:28]=[CH:29][CH:30]=[C:12]([C:10]([NH:9][C:3]3[CH:4]=[C:5]([CH3:8])[CH:6]=[CH:7][C:2]=3[F:1])=[O:11])[CH:13]=2)[CH:22]=1)=[O:26])[CH3:32], predict the reactants needed to synthesize it. The reactants are: [F:1][C:2]1[CH:7]=[CH:6][C:5]([CH3:8])=[CH:4][C:3]=1[NH:9][C:10]([C:12]1[CH:13]=[C:14]([CH:28]=[CH:29][CH:30]=1)[O:15][C:16]1[CH:21]=[CH:20][N:19]=[C:18]2[CH:22]=[C:23]([C:25](O)=[O:26])[S:24][C:17]=12)=[O:11].C1C[N:34]([P+](ON2N=NC3C=CC=CC2=3)(N2CCCC2)N2CCCC2)[CH2:33][CH2:32]1.F[P-](F)(F)(F)(F)F.C(N(CC)C(C)C)(C)C.C(N)C.C1COCC1.Cl. (4) Given the product [Cl:1][C:2]1[N:3]=[C:4]([O:12][C@@H:13]([C@H:15]2[CH2:19][NH:18][C:17](=[O:30])[CH2:16]2)[CH3:14])[C:5]2[N:6]([N:8]=[CH:9][C:10]=2[CH3:11])[CH:7]=1, predict the reactants needed to synthesize it. The reactants are: [Cl:1][C:2]1[N:3]=[C:4]([O:12][C@@H:13]([C@H:15]2[CH2:19][N:18]([C@@H](C3C=CC(OC)=CC=3)C)[C:17](=[O:30])[CH2:16]2)[CH3:14])[C:5]2[N:6]([N:8]=[CH:9][C:10]=2[CH3:11])[CH:7]=1. (5) The reactants are: [H-].[Na+].[C:3]([O:7][C:8]([N:10]1[CH2:14][C@@H:13]([CH2:15][N:16]([CH:33]([CH3:35])[CH3:34])[C:17](=[O:32])[C:18]2[CH:23]=[CH:22][C:21]([O:24][CH3:25])=[C:20]([O:26][CH2:27][CH2:28][CH2:29][O:30][CH3:31])[CH:19]=2)[C@H:12]([OH:36])[CH2:11]1)=[O:9])([CH3:6])([CH3:5])[CH3:4].[CH2:37](Br)[C:38]1[CH:43]=[CH:42][CH:41]=[CH:40][CH:39]=1.O. Given the product [C:3]([O:7][C:8]([N:10]1[CH2:14][C@@H:13]([CH2:15][N:16]([CH:33]([CH3:34])[CH3:35])[C:17](=[O:32])[C:18]2[CH:23]=[CH:22][C:21]([O:24][CH3:25])=[C:20]([O:26][CH2:27][CH2:28][CH2:29][O:30][CH3:31])[CH:19]=2)[C@H:12]([O:36][CH2:37][C:38]2[CH:43]=[CH:42][CH:41]=[CH:40][CH:39]=2)[CH2:11]1)=[O:9])([CH3:5])([CH3:6])[CH3:4], predict the reactants needed to synthesize it. (6) Given the product [Cl:1][C:2]1[CH:11]=[C:10]([Cl:12])[C:9]([OH:13])=[C:8]2[C:3]=1[CH:4]=[CH:5][C:6]([C:21]([OH:23])=[O:22])=[N:7]2, predict the reactants needed to synthesize it. The reactants are: [Cl:1][C:2]1[CH:11]=[C:10]([Cl:12])[C:9]([O:13]CC2C=CC=CC=2)=[C:8]2[C:3]=1[CH:4]=[CH:5][C:6]([C:21]([OH:23])=[O:22])=[N:7]2.Cl. (7) Given the product [CH2:1]([O:3][C:4]([C:6]1[C:15](=[O:16])[N:14]2[C:9]([C:10]([CH3:24])=[C:11]([N:18]3[CH2:22][CH2:21][CH:20]([O:23][C:28]([N:35]4[CH2:39][CH2:38][NH:37][CH2:36][CH2:40]4)=[O:29])[CH2:19]3)[C:12]([F:17])=[CH:13]2)=[C:8]([CH:25]2[CH2:26][CH2:27]2)[CH:7]=1)=[O:5])[CH3:2], predict the reactants needed to synthesize it. The reactants are: [CH2:1]([O:3][C:4]([C:6]1[C:15](=[O:16])[N:14]2[C:9]([C:10]([CH3:24])=[C:11]([N:18]3[CH2:22][CH2:21][C@H:20]([OH:23])[CH2:19]3)[C:12]([F:17])=[CH:13]2)=[C:8]([CH:25]2[CH2:27][CH2:26]2)[CH:7]=1)=[O:5])[CH3:2].[C:28]([N:35]1[CH:39]=[CH:38][N:37]=[CH:36]1)(N1C=CN=C1)=[O:29].[C:40]([O-])([O-])=O.[K+].[K+].N1CCNCC1. (8) Given the product [Cl:45][CH2:46][C:47]([NH:1][C:2]1[CH:3]=[C:4]([C:8]2[N:17]=[C:16]([NH:18][C:19]3[CH:20]=[C:21]4[C:25](=[CH:26][CH:27]=3)[N:24]([C:28]([O:30][C:31]([CH3:34])([CH3:33])[CH3:32])=[O:29])[N:23]=[CH:22]4)[C:15]3[C:10](=[CH:11][CH:12]=[CH:13][CH:14]=3)[N:9]=2)[CH:5]=[CH:6][CH:7]=1)=[O:48], predict the reactants needed to synthesize it. The reactants are: [NH2:1][C:2]1[CH:3]=[C:4]([C:8]2[N:17]=[C:16]([NH:18][C:19]3[CH:20]=[C:21]4[C:25](=[CH:26][CH:27]=3)[N:24]([C:28]([O:30][C:31]([CH3:34])([CH3:33])[CH3:32])=[O:29])[N:23]=[CH:22]4)[C:15]3[C:10](=[CH:11][CH:12]=[CH:13][CH:14]=3)[N:9]=2)[CH:5]=[CH:6][CH:7]=1.C1COCC1.C([O-])(O)=O.[Na+].[Cl:45][CH2:46][C:47](Cl)=[O:48]. (9) Given the product [CH3:1][N:2]([CH3:36])[S:3]([C:6]1[CH:34]=[C:33]([F:35])[CH:32]=[CH:31][C:7]=1[CH2:8][NH:9][C:10]([C:12]1[C:21]([O-:22])=[C:20]2[C:15]([CH:16]=[CH:17][CH:18]=[N:19]2)=[C:14]([N:23]2[CH2:28][CH2:27][CH2:26][CH2:25][S:24]2(=[O:30])=[O:29])[N:13]=1)=[O:11])(=[O:5])=[O:4].[Na+:38], predict the reactants needed to synthesize it. The reactants are: [CH3:1][N:2]([CH3:36])[S:3]([C:6]1[CH:34]=[C:33]([F:35])[CH:32]=[CH:31][C:7]=1[CH2:8][NH:9][C:10]([C:12]1[C:21]([OH:22])=[C:20]2[C:15]([CH:16]=[CH:17][CH:18]=[N:19]2)=[C:14]([N:23]2[CH2:28][CH2:27][CH2:26][CH2:25][S:24]2(=[O:30])=[O:29])[N:13]=1)=[O:11])(=[O:5])=[O:4].[OH-].[Na+:38]. (10) Given the product [F:16][C:17]1[C:22]([F:23])=[CH:21][CH:20]=[CH:19][C:18]=1[C:24]1[CH:29]=[CH:28][CH:27]=[C:26]([N:30]2[CH2:31][CH2:32][N:33]([C:5]([NH:4][C:8]3[N:12]([CH3:13])[N:11]=[CH:10][CH:9]=3)=[O:7])[CH2:34][CH2:35]2)[CH:25]=1, predict the reactants needed to synthesize it. The reactants are: ClC(Cl)(Cl)C[N:4]([C:8]1[N:12]([CH3:13])[N:11]=[CH:10][CH:9]=1)[C:5](=[O:7])O.[F:16][C:17]1[C:22]([F:23])=[CH:21][CH:20]=[CH:19][C:18]=1[C:24]1[CH:29]=[CH:28][CH:27]=[C:26]([N:30]2[CH2:35][CH2:34][NH:33][CH2:32][CH2:31]2)[CH:25]=1.